This data is from Blood-brain barrier penetration binary classification data from Martins et al.. The task is: Regression/Classification. Given a drug SMILES string, predict its absorption, distribution, metabolism, or excretion properties. Task type varies by dataset: regression for continuous measurements (e.g., permeability, clearance, half-life) or binary classification for categorical outcomes (e.g., BBB penetration, CYP inhibition). Dataset: bbb_martins. (1) The compound is O=P(O)(O)OCC(Cl)(Cl)Cl. The result is 1 (penetrates BBB). (2) The molecule is CC(=O)[C@H]1CC[C@H]2[C@@H]3C[C@@H](O)C45CC4CC[C@]5(C)[C@H]3CC[C@]12C. The result is 1 (penetrates BBB). (3) The molecule is O=c1[nH]c2ccccc2n1C1CCN(CCCc2noc3cc(F)ccc23)CC1. The result is 1 (penetrates BBB). (4) The molecule is CN1CC(=O)N=C1NC(=O)Nc1cccc(Cl)c1. The result is 1 (penetrates BBB). (5) The drug is Cc1cc(N(C)C)ccc1C[C@H](C)N.O=C(O)[C@H](O)[C@@H](O)C(=O)O. The result is 1 (penetrates BBB). (6) The compound is O=C(CCN1CCN(CCO)CC1)N1c2ccccc2Sc2ccc(C(F)(F)F)cc21. The result is 1 (penetrates BBB). (7) The molecule is CN1CCC(C)(CN2c3ccccc3Sc3ccccc32)C1. The result is 1 (penetrates BBB).